The task is: Predict the reaction yield, written as a fraction of the theoretical maximum amount of product (1.0 means a 100% yield; for example, 0.34 means a 34% yield).. This data is from Reaction yield outcomes from USPTO patents with 853,638 reactions. (1) The reactants are [CH3:1][N:2]1[CH2:6][CH2:5][CH2:4][C@H:3]1[CH2:7][C:8]1[CH:16]=[C:15]2[C:11]([CH:12]=[CH:13][NH:14]2)=[CH:10][CH:9]=1.C[Si]([N-][Si](C)(C)C)(C)C.[Na+].[CH2:27]1[CH2:31]OC[CH2:28]1. No catalyst specified. The product is [CH2:28]([N:14]1[C:15]2[C:11](=[CH:10][CH:9]=[C:8]([CH2:7][C@@H:3]3[CH2:4][CH2:5][CH2:6][N:2]3[CH3:1])[CH:16]=2)[CH:12]=[CH:13]1)[CH2:27][CH3:31]. The yield is 0.316. (2) The reactants are [CH:1]1([NH:4][C:5]([C:7]2[CH:8]=[CH:9][C:10]([CH3:25])=[C:11]([NH:13][C:14](=[O:24])[C:15]3[CH:20]=[C:19]([F:21])[C:18](F)=[C:17]([F:23])[CH:16]=3)[CH:12]=2)=[O:6])[CH2:3][CH2:2]1.[N:26]1[CH:31]=[CH:30][CH:29]=[CH:28][C:27]=1[CH2:32][OH:33].CC(C)([O-])C.[K+]. The catalyst is CN1C(=O)CCC1.C(OCC)(=O)C. The product is [CH:1]1([NH:4][C:5]([C:7]2[CH:8]=[CH:9][C:10]([CH3:25])=[C:11]([NH:13][C:14](=[O:24])[C:15]3[CH:20]=[C:19]([F:21])[C:18]([O:33][CH2:32][C:27]4[CH:28]=[CH:29][CH:30]=[CH:31][N:26]=4)=[C:17]([F:23])[CH:16]=3)[CH:12]=2)=[O:6])[CH2:3][CH2:2]1. The yield is 0.230. (3) The reactants are [Br:1][C:2]1[CH:16]=[CH:15][C:5]2[C:6]3[N:7]([CH:11]=[C:12](I)[N:13]=3)[CH2:8][CH2:9][O:10][C:4]=2[CH:3]=1.[F:17][C:18]([F:26])([F:25])[CH2:19][N:20]1[CH:24]=[N:23][CH:22]=[N:21]1. No catalyst specified. The product is [Br:1][C:2]1[CH:16]=[CH:15][C:5]2[C:6]3[N:7]([CH:11]=[C:12]([C:24]4[N:20]([CH2:19][C:18]([F:26])([F:25])[F:17])[N:21]=[CH:22][N:23]=4)[N:13]=3)[CH2:8][CH2:9][O:10][C:4]=2[CH:3]=1. The yield is 0.100. (4) The catalyst is CO. The reactants are [Na].C[CH:3]([CH3:9])[CH:4]([CH:7]=O)[C:5]#[N:6].Cl.[NH2:11][C:12]1[S:13][CH:14]=[CH:15]C=1. The yield is 0.240. The product is [S:13]1[C:12]2=[N:11][CH:7]=[C:4]([C:5]#[N:6])[CH:3]=[C:9]2[CH:15]=[CH:14]1.